From a dataset of TCR-epitope binding with 47,182 pairs between 192 epitopes and 23,139 TCRs. Binary Classification. Given a T-cell receptor sequence (or CDR3 region) and an epitope sequence, predict whether binding occurs between them. The epitope is HTTDPSFLGRY. The TCR CDR3 sequence is CASSQGLSGGRRETQYF. Result: 0 (the TCR does not bind to the epitope).